This data is from Catalyst prediction with 721,799 reactions and 888 catalyst types from USPTO. The task is: Predict which catalyst facilitates the given reaction. (1) Reactant: C=O.[Cl-].[Mg+2].[Cl-].[Br:6][C:7]1[CH:12]=[C:11]([S:13][CH3:14])[CH:10]=[CH:9][C:8]=1[OH:15].C[CH2:17][O:18]CC. The catalyst class is: 1. Product: [Br:6][C:7]1[C:8]([OH:15])=[C:9]([CH:10]=[C:11]([S:13][CH3:14])[CH:12]=1)[CH:17]=[O:18]. (2) Reactant: C(OC([N:8]1[CH2:11][CH:10]([NH:12][C:13]2[CH:14]=[N:15][CH:16]=[C:17]([N:19]3[C:27](=[O:28])[C:26]4[C:21](=[CH:22][C:23]([Cl:29])=[CH:24][CH:25]=4)[C:20]3([CH3:31])[CH3:30])[CH:18]=2)[CH2:9]1)=O)(C)(C)C.C(Cl)(=O)C. Product: [NH:8]1[CH2:9][CH:10]([NH:12][C:13]2[CH:18]=[C:17]([N:19]3[C:20]([CH3:30])([CH3:31])[C:21]4[C:26](=[CH:25][CH:24]=[C:23]([Cl:29])[CH:22]=4)[C:27]3=[O:28])[CH:16]=[N:15][CH:14]=2)[CH2:11]1. The catalyst class is: 5. (3) Reactant: [C:1]1([S:7]([O:10][C:11]2[CH:12]=[CH:13][CH:14]=[C:15]3[C:20]=2[O:19][C:18](=[O:21])[C:17]([NH:22]C(=O)C)=[CH:16]3)(=[O:9])=[O:8])[CH:6]=[CH:5][CH:4]=[CH:3][CH:2]=1.S(=O)(=O)(O)O.O. Product: [C:1]1([S:7]([O:10][C:11]2[CH:12]=[CH:13][CH:14]=[C:15]3[C:20]=2[O:19][C:18](=[O:21])[C:17]([NH2:22])=[CH:16]3)(=[O:8])=[O:9])[CH:2]=[CH:3][CH:4]=[CH:5][CH:6]=1. The catalyst class is: 15. (4) Reactant: [Cl:1][C:2]1[C:15]([Cl:16])=[CH:14][C:5]2[NH:6][C:7]([CH2:9][C:10]([F:13])([F:12])[F:11])=[N:8][C:4]=2[CH:3]=1.[H-].[Na+].Br[CH2:20][C:21]([C:23]1[CH:28]=[CH:27][C:26]([F:29])=[CH:25][CH:24]=1)=[O:22]. Product: [Cl:16][C:15]1[C:2]([Cl:1])=[CH:3][C:4]2[N:8]([CH2:20][C:21]([C:23]3[CH:28]=[CH:27][C:26]([F:29])=[CH:25][CH:24]=3)=[O:22])[C:7]([CH2:9][C:10]([F:12])([F:13])[F:11])=[N:6][C:5]=2[CH:14]=1. The catalyst class is: 3.